Dataset: Catalyst prediction with 721,799 reactions and 888 catalyst types from USPTO. Task: Predict which catalyst facilitates the given reaction. (1) Reactant: C[O:2]C1C(O)=C(C[C@@H](OC2C=CC(CCCS([O-])(=O)=O)=CC=2OC)CS([O-])(=O)=O)C=CC=1.[Na+].[Na+].[CH:35]#[C:36][CH2:37][N:38]1[C:47](=[O:48])[CH2:46][O:45][C:44]2[C:39]1=[CH:40][C:41]([N:50]1[C:55](=[O:56])[C:54]3[CH2:57][CH2:58][CH2:59][CH2:60][C:53]=3[C:51]1=[O:52])=[C:42]([F:49])[CH:43]=2. Product: [CH:35]#[C:36][CH2:37][N:38]1[C:47](=[O:48])[CH2:46][O:45][C:44]2[C:39]1=[CH:40][C:41]([N:50]1[C:55](=[O:56])[C:54]3[CH2:57][CH2:58][CH2:59][CH2:60][C:53]=3[C:51]1=[O:52])=[C:42]([F:49])[CH:43]=2.[OH2:2]. The catalyst class is: 6. (2) Reactant: [CH3:1][N:2]1[CH2:25][CH2:24][C:5]2[N:6]([CH2:14][C:15]([C:18]3[CH:23]=[N:22][CH:21]=[CH:20][N:19]=3)(O)[CH3:16])[C:7]3[CH:8]=[CH:9][C:10]([CH3:13])=[CH:11][C:12]=3[C:4]=2[CH2:3]1.S(Cl)(Cl)=O.[OH-].[K+]. Product: [CH3:1][N:2]1[CH2:25][CH2:24][C:5]2[N:6](/[CH:14]=[C:15](/[C:18]3[CH:23]=[N:22][CH:21]=[CH:20][N:19]=3)\[CH3:16])[C:7]3[CH:8]=[CH:9][C:10]([CH3:13])=[CH:11][C:12]=3[C:4]=2[CH2:3]1. The catalyst class is: 34. (3) Reactant: [F:1][CH2:2][CH:3]([O:6][C:7]1[CH:8]=[C:9]([CH:19]=[C:20]([OH:22])[CH:21]=1)[C:10]([NH:12][C:13]1[CH:17]=[CH:16][N:15]([CH3:18])[N:14]=1)=[O:11])[CH2:4][F:5].[Cl:23][C:24]1[CH:25]=[C:26]([C:31]([N:33]2[CH2:36][CH2:35][CH2:34]2)=[O:32])[CH:27]=[CH:28][C:29]=1F.C(=O)([O-])[O-].[K+].[K+]. Product: [N:33]1([C:31]([C:26]2[CH:27]=[CH:28][C:29]([O:22][C:20]3[CH:19]=[C:9]([CH:8]=[C:7]([O:6][CH:3]([CH2:2][F:1])[CH2:4][F:5])[CH:21]=3)[C:10]([NH:12][C:13]3[CH:17]=[CH:16][N:15]([CH3:18])[N:14]=3)=[O:11])=[C:24]([Cl:23])[CH:25]=2)=[O:32])[CH2:36][CH2:35][CH2:34]1. The catalyst class is: 10. (4) Reactant: [Br:1][C:2]1[CH:7]=[CH:6][C:5]([CH2:8]O)=[C:4]([S:10]([CH3:13])(=[O:12])=[O:11])[CH:3]=1.P(Br)(Br)([Br:16])=O.P(Br)(Br)Br. Product: [Br:1][C:2]1[CH:7]=[CH:6][C:5]([CH2:8][Br:16])=[C:4]([S:10]([CH3:13])(=[O:12])=[O:11])[CH:3]=1. The catalyst class is: 170. (5) Reactant: [CH3:1][N:2]1[CH:6]=[CH:5][C:4]([NH:7][C:8]2[N:13]=[CH:12][C:11]3[CH:14]=[N:15][N:16]([CH2:17][C:18]4[CH:23]=[CH:22][CH:21]=[C:20]([N+:24]([O-])=O)[CH:19]=4)[C:10]=3[CH:9]=2)=[N:3]1.Cl.[H][H]. Product: [NH2:24][C:20]1[CH:19]=[C:18]([CH:23]=[CH:22][CH:21]=1)[CH2:17][N:16]1[C:10]2[CH:9]=[C:8]([NH:7][C:4]3[CH:5]=[CH:6][N:2]([CH3:1])[N:3]=3)[N:13]=[CH:12][C:11]=2[CH:14]=[N:15]1. The catalyst class is: 19.